From a dataset of Full USPTO retrosynthesis dataset with 1.9M reactions from patents (1976-2016). Predict the reactants needed to synthesize the given product. (1) Given the product [Cl:10][C:11]1[CH:12]=[CH:13][C:14]2[N:20]=[C:19]([N:21]3[CH2:26][CH2:25][N:24]([CH2:7][C:2]([CH3:1])([CH3:9])[C:3]([O:5][CH3:6])=[O:4])[CH2:23][CH2:22]3)[C:18]3=[CH:27][C:28]([S:30][CH3:31])=[CH:29][N:17]3[CH2:16][C:15]=2[CH:32]=1, predict the reactants needed to synthesize it. The reactants are: [CH3:1][C:2]([CH3:9])([CH:7]=O)[C:3]([O:5][CH3:6])=[O:4].[Cl:10][C:11]1[CH:12]=[CH:13][C:14]2[N:20]=[C:19]([N:21]3[CH2:26][CH2:25][NH:24][CH2:23][CH2:22]3)[C:18]3=[CH:27][C:28]([S:30][CH3:31])=[CH:29][N:17]3[CH2:16][C:15]=2[CH:32]=1.C(O[BH-](OC(=O)C)OC(=O)C)(=O)C.[Na+]. (2) Given the product [F:15][C:13]1[CH:12]=[CH:11][C:5]2[O:6][CH:7]=[C:1]([CH3:2])[C:4]=2[CH:14]=1, predict the reactants needed to synthesize it. The reactants are: [C:1]([C:4]1[CH:14]=[C:13]([F:15])[CH:12]=[CH:11][C:5]=1[O:6][CH2:7]C(O)=O)(=O)[CH3:2].C([O-])(=O)C.[Na+].C(OC(=O)C)(=O)C. (3) Given the product [Cl:1][C:2]1[N:7]=[C:6]([NH:10][CH2:11][CH2:12][OH:13])[C:5]([I:9])=[CH:4][N:3]=1, predict the reactants needed to synthesize it. The reactants are: [Cl:1][C:2]1[N:7]=[C:6](Cl)[C:5]([I:9])=[CH:4][N:3]=1.[NH2:10][CH2:11][CH2:12][OH:13]. (4) Given the product [NH2:18][C:17]1[C:3]2=[N:4][N:5]([CH2:13][CH2:14][O:15][CH3:16])[C:6]([CH2:7][C:8]([CH3:10])([CH3:9])[C:11]#[N:12])=[C:2]2[C:22]2[CH:23]=[CH:24][CH:25]=[CH:26][C:21]=2[N:20]=1, predict the reactants needed to synthesize it. The reactants are: Br[C:2]1[C:3]([C:17]#[N:18])=[N:4][N:5]([CH2:13][CH2:14][O:15][CH3:16])[C:6]=1[CH2:7][C:8]([C:11]#[N:12])([CH3:10])[CH3:9].Cl.[NH2:20][C:21]1[CH:26]=[CH:25][CH:24]=[CH:23][C:22]=1B(O)O.